Dataset: Catalyst prediction with 721,799 reactions and 888 catalyst types from USPTO. Task: Predict which catalyst facilitates the given reaction. (1) Product: [F:37][C:35]([F:36])([F:38])[C:33]1[CH:32]=[C:5]([CH:4]=[C:3]([C:2]([F:39])([F:40])[F:1])[CH:34]=1)[C:6]([N:8]1[CH2:13][CH2:12][N:11]([CH2:14][CH2:15][CH2:16][N:47]2[CH2:48][CH2:49][C:44]([C:42]#[N:43])([C:50]3[CH:51]=[CH:52][CH:53]=[CH:54][CH:55]=3)[CH2:45][CH2:46]2)[CH2:10][C@H:9]1[CH2:22][C:23]1[C:31]2[C:26](=[CH:27][CH:28]=[CH:29][CH:30]=2)[NH:25][CH:24]=1)=[O:7]. The catalyst class is: 5. Reactant: [F:1][C:2]([F:40])([F:39])[C:3]1[CH:4]=[C:5]([CH:32]=[C:33]([C:35]([F:38])([F:37])[F:36])[CH:34]=1)[C:6]([N:8]1[CH2:13][CH2:12][N:11]([CH2:14][CH2:15][CH2:16]OS(C)(=O)=O)[CH2:10][C@H:9]1[CH2:22][C:23]1[C:31]2[C:26](=[CH:27][CH:28]=[CH:29][CH:30]=2)[NH:25][CH:24]=1)=[O:7].Cl.[C:42]([C:44]1([C:50]2[CH:55]=[CH:54][CH:53]=[CH:52][CH:51]=2)[CH2:49][CH2:48][NH:47][CH2:46][CH2:45]1)#[N:43].C(=O)([O-])[O-].[Na+].[Na+]. (2) Reactant: [N:1]12[CH2:7][C:4]([C:8]([C:16]3[CH:21]=[CH:20][CH:19]=[CH:18][CH:17]=3)([C:10]3[CH:15]=[CH:14][CH:13]=[CH:12][CH:11]=3)[OH:9])([CH2:5][CH2:6]1)[CH2:3][CH2:2]2.[C:22]1([CH2:28][O:29][CH2:30][CH2:31][CH2:32][Br:33])[CH:27]=[CH:26][CH:25]=[CH:24][CH:23]=1. Product: [Br-:33].[OH:9][C:8]([C:16]1[CH:21]=[CH:20][CH:19]=[CH:18][CH:17]=1)([C:10]1[CH:15]=[CH:14][CH:13]=[CH:12][CH:11]=1)[C:4]12[CH2:7][N+:1]([CH2:32][CH2:31][CH2:30][O:29][CH2:28][C:22]3[CH:27]=[CH:26][CH:25]=[CH:24][CH:23]=3)([CH2:6][CH2:5]1)[CH2:2][CH2:3]2. The catalyst class is: 23. (3) Reactant: [CH2:1]([O:8][CH2:9][CH2:10][CH2:11][C:12]1[N:13]=[C:14]([C:19]2[CH:24]=[CH:23][C:22]([C:25]([F:28])([F:27])[F:26])=[CH:21][CH:20]=2)[S:15][C:16]=1[CH2:17]O)[C:2]1[CH:7]=[CH:6][CH:5]=[CH:4][CH:3]=1.C(N(CC)CC)C.CS([Cl:40])(=O)=O. Product: [CH2:1]([O:8][CH2:9][CH2:10][CH2:11][C:12]1[N:13]=[C:14]([C:19]2[CH:24]=[CH:23][C:22]([C:25]([F:28])([F:27])[F:26])=[CH:21][CH:20]=2)[S:15][C:16]=1[CH2:17][Cl:40])[C:2]1[CH:7]=[CH:6][CH:5]=[CH:4][CH:3]=1. The catalyst class is: 46. (4) Reactant: [F:1][C:2]([F:14])([F:13])[O:3][C:4]1[CH:12]=[CH:11][CH:10]=[CH:9][C:5]=1[C:6]([OH:8])=O.CN(C=O)C.C(Cl)(=O)C(Cl)=O.[CH2:26]([NH:28][CH2:29][CH3:30])[CH3:27]. Product: [CH2:26]([N:28]([CH2:29][CH3:30])[C:6](=[O:8])[C:5]1[CH:9]=[CH:10][CH:11]=[CH:12][C:4]=1[O:3][C:2]([F:1])([F:14])[F:13])[CH3:27]. The catalyst class is: 2. (5) Reactant: [F:1][C:2]1[CH:7]=[CH:6][C:5]([S:8][CH2:9][C@@H:10]([NH:14][C@H:15]2[CH2:20][CH2:19][C@H:18]([C:21]3[CH:30]=[CH:29][C:24]4[NH:25][C:26](=[O:28])[O:27][C:23]=4[CH:22]=3)[CH2:17][CH2:16]2)[CH2:11][CH2:12][CH3:13])=[CH:4][CH:3]=1.[CH:31](=O)[CH3:32].C(O[BH-](OC(=O)C)OC(=O)C)(=O)C.[Na+]. Product: [CH2:31]([N:14]([C@@H:10]([CH2:11][CH2:12][CH3:13])[CH2:9][S:8][C:5]1[CH:6]=[CH:7][C:2]([F:1])=[CH:3][CH:4]=1)[C@H:15]1[CH2:16][CH2:17][C@H:18]([C:21]2[CH:30]=[CH:29][C:24]3[NH:25][C:26](=[O:28])[O:27][C:23]=3[CH:22]=2)[CH2:19][CH2:20]1)[CH3:32]. The catalyst class is: 1. (6) Reactant: [OH:1][CH:2]([CH:18]1[CH2:27][CH2:26][C:25]2[C:20](=[CH:21][CH:22]=[C:23]([O:28][C:29]3[CH:34]=[CH:33][CH:32]=[CH:31][CH:30]=3)[CH:24]=2)[CH2:19]1)[C:3]1[O:4][C:5]([C:8]2[N:13]=[C:12]([C:14]([O:16][CH3:17])=[O:15])[CH:11]=[CH:10][CH:9]=2)=[CH:6][N:7]=1.CC(OI1(OC(C)=O)(OC(C)=O)OC(=O)C2C=CC=CC1=2)=O. Product: [O:28]([C:23]1[CH:24]=[C:25]2[C:20](=[CH:21][CH:22]=1)[CH2:19][CH:18]([C:2]([C:3]1[O:4][C:5]([C:8]3[N:13]=[C:12]([C:14]([O:16][CH3:17])=[O:15])[CH:11]=[CH:10][CH:9]=3)=[CH:6][N:7]=1)=[O:1])[CH2:27][CH2:26]2)[C:29]1[CH:34]=[CH:33][CH:32]=[CH:31][CH:30]=1. The catalyst class is: 2. (7) Reactant: C(C1C=CC(C([O:10][CH:11]([CH2:13][CH:14]([O:16][C:17](=[O:23])[N:18]([CH2:21][CH3:22])[CH2:19][CH3:20])[CH3:15])[CH3:12])=O)=CC=1)CC.C[O-].[Na+]. Product: [CH2:21]([N:18]([CH2:19][CH3:20])[C:17](=[O:23])[O:16][CH:14]([CH2:13][CH:11]([OH:10])[CH3:12])[CH3:15])[CH3:22]. The catalyst class is: 11. (8) The catalyst class is: 2. Reactant: [F:1][C:2]1[CH:3]=[C:4]2[C:8](=[CH:9][CH:10]=1)[NH:7][CH:6]=[C:5]2[CH2:11][CH2:12][CH2:13][OH:14].[S:15](Cl)([C:18]1[CH:24]=[CH:23][C:21]([CH3:22])=[CH:20][CH:19]=1)(=[O:17])=[O:16]. Product: [CH3:22][C:21]1[CH:23]=[CH:24][C:18]([S:15]([O:14][CH2:13][CH2:12][CH2:11][C:5]2[C:4]3[C:8](=[CH:9][CH:10]=[C:2]([F:1])[CH:3]=3)[NH:7][CH:6]=2)(=[O:17])=[O:16])=[CH:19][CH:20]=1.